This data is from Reaction yield outcomes from USPTO patents with 853,638 reactions. The task is: Predict the reaction yield, written as a fraction of the theoretical maximum amount of product (1.0 means a 100% yield; for example, 0.34 means a 34% yield). The reactants are [CH2:1]([O:3][C:4](=[O:26])[C:5]1[CH:10]=[CH:9][C:8]([C:11]#[C:12][C:13]2[CH:22]=[CH:21][C:20]3[C:19](=O)[CH2:18][CH2:17][C:16]([CH3:25])([CH3:24])[C:15]=3[CH:14]=2)=[CH:7][CH:6]=1)[CH3:2].[CH:27]1([NH2:30])[CH2:29][CH2:28]1.C(O)(=O)C.C([BH3-])#N.[Na+]. The catalyst is ClCCl.C(#N)C.O.C(=O)([O-])[O-].[Na+].[Na+]. The product is [CH2:1]([O:3][C:4](=[O:26])[C:5]1[CH:6]=[CH:7][C:8]([C:11]#[C:12][C:13]2[CH:22]=[CH:21][C:20]3[CH:19]([NH:30][CH:27]4[CH2:29][CH2:28]4)[CH2:18][CH2:17][C:16]([CH3:25])([CH3:24])[C:15]=3[CH:14]=2)=[CH:9][CH:10]=1)[CH3:2]. The yield is 0.620.